Predict which catalyst facilitates the given reaction. From a dataset of Catalyst prediction with 721,799 reactions and 888 catalyst types from USPTO. (1) Reactant: [CH2:1]([O:3][C:4]([C:6]1[C:11](=[O:12])[N:10]([CH2:13][C:14]2[CH:19]=[CH:18][C:17]([Cl:20])=[CH:16][CH:15]=2)[C:9](SC)=[N:8][CH:7]=1)=[O:5])[CH3:2].[CH3:23][O:24][C:25]1[CH:39]=[CH:38][C:28]([CH2:29][O:30][C:31]2[CH:37]=[CH:36][C:34]([NH2:35])=[CH:33][CH:32]=2)=[CH:27][CH:26]=1.C(O)(C)(C)C.C(=O)([O-])O.[Na+]. Product: [Cl:20][C:17]1[CH:18]=[CH:19][C:14]([CH2:13][N:10]2[C:11](=[O:12])[C:6]([C:4]([O:3][CH2:1][CH3:2])=[O:5])=[CH:7][N:8]=[C:9]2[NH:35][C:34]2[CH:33]=[CH:32][C:31]([O:30][CH2:29][C:28]3[CH:38]=[CH:39][C:25]([O:24][CH3:23])=[CH:26][CH:27]=3)=[CH:37][CH:36]=2)=[CH:15][CH:16]=1. The catalyst class is: 211. (2) Reactant: Cl[CH2:2][C:3]1[N:4]=[C:5]([CH:8]=[CH:9][C:10]2[CH:15]=[CH:14][C:13]([O:16][CH:17]([F:19])[F:18])=[CH:12][CH:11]=2)[O:6][CH:7]=1.[N:20]1([CH2:25][CH2:26][CH2:27][CH2:28][C:29]2[CH:34]=[CH:33][C:32]([OH:35])=[CH:31][CH:30]=2)[CH:24]=[CH:23][N:22]=[N:21]1.[I-].[K+].C[O-].[Na+]. Product: [F:18][CH:17]([F:19])[O:16][C:13]1[CH:14]=[CH:15][C:10]([CH:9]=[CH:8][C:5]2[O:6][CH:7]=[C:3]([CH2:2][O:35][C:32]3[CH:33]=[CH:34][C:29]([CH2:28][CH2:27][CH2:26][CH2:25][N:20]4[CH:24]=[CH:23][N:22]=[N:21]4)=[CH:30][CH:31]=3)[N:4]=2)=[CH:11][CH:12]=1. The catalyst class is: 5. (3) Reactant: [C:1]([C:3]1[CH:4]=[C:5]([NH:11][C:12](=O)[C:13]2[CH:18]=[CH:17][C:16]([O:19][CH3:20])=[CH:15][CH:14]=2)[CH:6]=[C:7]([O:9][CH3:10])[CH:8]=1)#[N:2].COC1C=CC(P2(SP(C3C=CC(OC)=CC=3)(=S)S2)=[S:31])=CC=1. Product: [C:1]([C:3]1[CH:4]=[C:5]([NH:11][C:12](=[S:31])[C:13]2[CH:18]=[CH:17][C:16]([O:19][CH3:20])=[CH:15][CH:14]=2)[CH:6]=[C:7]([O:9][CH3:10])[CH:8]=1)#[N:2]. The catalyst class is: 159. (4) Reactant: [F:1][C:2]1[CH:21]=[CH:20][C:5]([CH2:6][N:7]2[C:11]3=[CH:12][N:13]=[C:14]([C:16](OC)=[O:17])[CH:15]=[C:10]3[CH:9]=[N:8]2)=[CH:4][CH:3]=1.[NH2:22][OH:23].[OH-].[Na+].Cl. Product: [F:1][C:2]1[CH:21]=[CH:20][C:5]([CH2:6][N:7]2[C:11]3=[CH:12][N:13]=[C:14]([C:16]([NH:22][OH:23])=[O:17])[CH:15]=[C:10]3[CH:9]=[N:8]2)=[CH:4][CH:3]=1. The catalyst class is: 24. (5) Reactant: [Cl:1][C:2]1[CH:7]=[C:6]([C:8](=[O:12])[N:9]([CH3:11])[CH3:10])[CH:5]=[CH:4][C:3]=1[N:13]([CH3:34])[C:14]([C:16]1[S:33][C:19]2[C:20]3[CH:28]=[CH:27][C:26]([C:29]([O:31]C)=[O:30])=[CH:25][C:21]=3[O:22][CH2:23][CH2:24][C:18]=2[CH:17]=1)=[O:15].O[Li].O. Product: [Cl:1][C:2]1[CH:7]=[C:6]([C:8](=[O:12])[N:9]([CH3:10])[CH3:11])[CH:5]=[CH:4][C:3]=1[N:13]([CH3:34])[C:14]([C:16]1[S:33][C:19]2[C:20]3[CH:28]=[CH:27][C:26]([C:29]([OH:31])=[O:30])=[CH:25][C:21]=3[O:22][CH2:23][CH2:24][C:18]=2[CH:17]=1)=[O:15]. The catalyst class is: 20. (6) Product: [O:1]=[C:2]1[CH2:7][S:6][C:5]2[CH:8]=[CH:9][C:10]([C:12]([OH:14])=[O:13])=[N:11][C:4]=2[NH:3]1. The catalyst class is: 12. Reactant: [O:1]=[C:2]1[CH2:7][S:6][C:5]2[CH:8]=[CH:9][C:10]([C:12]([O:14]C)=[O:13])=[N:11][C:4]=2[NH:3]1.O.[OH-].[Na+].